Dataset: Acute oral toxicity (LD50) regression data from Zhu et al.. Task: Regression/Classification. Given a drug SMILES string, predict its toxicity properties. Task type varies by dataset: regression for continuous values (e.g., LD50, hERG inhibition percentage) or binary classification for toxic/non-toxic outcomes (e.g., AMES mutagenicity, cardiotoxicity, hepatotoxicity). Dataset: ld50_zhu. (1) The molecule is C[Si](Cn1cncn1)(c1ccc(F)cc1)c1ccc(F)cc1. The rat oral LD50 is 2.67, given as -log10 of the dose in mol/kg body weight (higher means more acutely toxic). (2) The molecule is O=C(OCC1CCC2OC2C1)C1CCC2OC2C1. The rat oral LD50 is 1.75, given as -log10 of the dose in mol/kg body weight (higher means more acutely toxic). (3) The compound is CCCCCCCCCCCCc1ccccc1O. The rat oral LD50 is 2.10, given as -log10 of the dose in mol/kg body weight (higher means more acutely toxic). (4) The drug is COP1(=S)OCc2ccccc2O1. The rat oral LD50 is 3.33, given as -log10 of the dose in mol/kg body weight (higher means more acutely toxic). (5) The molecule is CCO[Si](C)(C)OCC. The rat oral LD50 is 1.20, given as -log10 of the dose in mol/kg body weight (higher means more acutely toxic). (6) The drug is CC=Cc1ccc(OP(=S)(OC)OC)c(OC)c1. The rat oral LD50 is 3.06, given as -log10 of the dose in mol/kg body weight (higher means more acutely toxic).